This data is from Forward reaction prediction with 1.9M reactions from USPTO patents (1976-2016). The task is: Predict the product of the given reaction. (1) Given the reactants C1(C2ON=C(C(O)=O)C=2)C=CC=CC=1.CCN(C(C)C)C(C)C.C1C=CC2N(O)N=NC=2C=1.CCN=C=NCCCN(C)C.Cl.Cl.C(OC(=O)CN)C.C([O:56][C:57](=[O:73])[CH2:58][NH:59][C:60]([C:62]1[CH:66]=[C:65]([C:67]2[CH:72]=[CH:71][CH:70]=[CH:69][CH:68]=2)[O:64][N:63]=1)=[O:61])C.O[Li].O, predict the reaction product. The product is: [C:67]1([C:65]2[O:64][N:63]=[C:62]([C:60]([NH:59][CH2:58][C:57]([OH:73])=[O:56])=[O:61])[CH:66]=2)[CH:68]=[CH:69][CH:70]=[CH:71][CH:72]=1. (2) Given the reactants Br[C:2]1[CH:8]=[C:7]([F:9])[C:5]([NH2:6])=[C:4]([Cl:10])[CH:3]=1.[CH2:11]([O:14][C:15]1[CH:16]=[C:17](B(O)O)[CH:18]=[CH:19][CH:20]=1)[CH2:12][CH3:13], predict the reaction product. The product is: [Cl:10][C:4]1[CH:3]=[C:2]([C:19]2[CH:18]=[CH:17][CH:16]=[C:15]([O:14][CH2:11][CH2:12][CH3:13])[CH:20]=2)[CH:8]=[C:7]([F:9])[C:5]=1[NH2:6].